Predict the reactants needed to synthesize the given product. From a dataset of Full USPTO retrosynthesis dataset with 1.9M reactions from patents (1976-2016). (1) The reactants are: [CH3:1][O:2][C:3]1[CH:8]=[CH:7][C:6]([CH:9]=[C:10]([CH3:25])[C:11](=[O:24])[C:12]2[CH:17]=[C:16]([O:18][CH3:19])[C:15]([O:20][CH3:21])=[C:14]([O:22][CH3:23])[CH:13]=2)=[CH:5][C:4]=1[NH:26][C:27](=[O:37])[CH:28](C(OC(C)(C)C)=O)[NH2:29].[ClH:38]. Given the product [ClH:38].[CH3:1][O:2][C:3]1[CH:8]=[CH:7][C:6]([CH:9]=[C:10]([CH3:25])[C:11](=[O:24])[C:12]2[CH:17]=[C:16]([O:18][CH3:19])[C:15]([O:20][CH3:21])=[C:14]([O:22][CH3:23])[CH:13]=2)=[CH:5][C:4]=1[NH:26][C:27](=[O:37])[CH2:28][NH2:29], predict the reactants needed to synthesize it. (2) Given the product [CH3:1][C:2]1[C:8](=[O:9])[C:7]2[N:10]3[C@@:14]([O:21][CH3:22])([C@H:15]([CH2:16][O:17][C:18]([NH2:20])=[O:19])[C:6]=2[C:4](=[O:5])[C:3]=1[NH2:24])[C@H:13]1[NH:23][C@H:12]1[CH2:11]3.[CH3:7][N:10]([C:14]1[CH:15]=[CH:6][CH:4]=[CH:3][N:24]=1)[CH3:11], predict the reactants needed to synthesize it. The reactants are: [CH3:1][C:2]1[C:8](=[O:9])[C:7]2[N:10]3[C@@:14]([O:21][CH3:22])([C@H:15]([CH2:16][O:17][C:18]([NH2:20])=[O:19])[C:6]=2[C:4](=[O:5])[C:3]=1[NH2:24])[C@H:13]1[NH:23][C@H:12]1[CH2:11]3. (3) Given the product [C:18]([O:22][C:23]([N:25]1[CH2:30][CH2:29][CH:28]([CH2:31][CH2:32][N:11]2[CH2:10][CH2:9][N:8]([C:6]3[CH:7]=[C:2]([F:1])[CH:3]=[CH:4][C:5]=3[S:14]([CH3:17])(=[O:15])=[O:16])[CH2:13][CH2:12]2)[CH2:27][CH2:26]1)=[O:24])([CH3:21])([CH3:20])[CH3:19], predict the reactants needed to synthesize it. The reactants are: [F:1][C:2]1[CH:3]=[CH:4][C:5]([S:14]([CH3:17])(=[O:16])=[O:15])=[C:6]([N:8]2[CH2:13][CH2:12][NH:11][CH2:10][CH2:9]2)[CH:7]=1.[C:18]([O:22][C:23]([N:25]1[CH2:30][CH2:29][CH:28]([CH2:31][CH:32]=O)[CH2:27][CH2:26]1)=[O:24])([CH3:21])([CH3:20])[CH3:19].C(O[BH-](OC(=O)C)OC(=O)C)(=O)C.[Na+]. (4) Given the product [CH2:1]([C@H:8]1[N:9]([C:21]([C:23]2[N:24]=[CH:25][N:26]([C@H:34]3[CH2:39][CH2:38][CH2:37][CH2:36][C:35]3([OH:40])[CH2:41][C:42]([NH:49][CH3:48])=[O:44])[C:27]=2[C:28]2[CH:29]=[CH:30][CH:31]=[CH:32][CH:33]=2)=[O:22])[CH2:10][CH2:11][N:12]([C:14]([O:16][C:17]([CH3:19])([CH3:20])[CH3:18])=[O:15])[CH2:13]1)[C:2]1[CH:7]=[CH:6][CH:5]=[CH:4][CH:3]=1, predict the reactants needed to synthesize it. The reactants are: [CH2:1]([C@@H:8]1[CH2:13][N:12]([C:14]([O:16][C:17]([CH3:20])([CH3:19])[CH3:18])=[O:15])[CH2:11][CH2:10][N:9]1[C:21]([C:23]1[N:24]=[CH:25][N:26]([C@H:34]2[CH2:39][CH2:38][CH2:37][CH2:36][C:35]2([CH2:41][C:42]([OH:44])=O)[OH:40])[C:27]=1[C:28]1[CH:33]=[CH:32][CH:31]=[CH:30][CH:29]=1)=[O:22])[C:2]1[CH:7]=[CH:6][CH:5]=[CH:4][CH:3]=1.CN.C[CH2:48][N:49]=C=NCCCN(C)C.Cl.C1C=CC2N(O)N=NC=2C=1.C(=O)([O-])O.[Na+]. (5) Given the product [C:1]([O:5][C:6](=[O:23])[NH:7][C@H:8]1[CH2:13][C:12](=[O:14])[CH2:11][CH2:24][S:10][C@@H:9]1[C:15]1[CH:20]=[C:19]([F:21])[CH:18]=[CH:17][C:16]=1[F:22])([CH3:4])([CH3:2])[CH3:3], predict the reactants needed to synthesize it. The reactants are: [C:1]([O:5][C:6](=[O:23])[NH:7][C@H:8]1[CH2:13][C:12](=[O:14])[CH2:11][S:10][C@@H:9]1[C:15]1[CH:20]=[C:19]([F:21])[CH:18]=[CH:17][C:16]=1[F:22])([CH3:4])([CH3:3])[CH3:2].[C:24](=O)([O-])N. (6) The reactants are: CN(S(F)(F)[F:5])C.[C:8]([C:10]1[C:14]([S:15][C:16]([F:19])([F:18])[F:17])=[C:13]([CH2:20]O)[N:12]([C:22]2[C:27]([Cl:28])=[CH:26][C:25]([C:29]([F:32])([F:31])[F:30])=[CH:24][C:23]=2[Cl:33])[N:11]=1)#[N:9].O. Given the product [C:8]([C:10]1[C:14]([S:15][C:16]([F:19])([F:18])[F:17])=[C:13]([CH2:20][F:5])[N:12]([C:22]2[C:27]([Cl:28])=[CH:26][C:25]([C:29]([F:32])([F:31])[F:30])=[CH:24][C:23]=2[Cl:33])[N:11]=1)#[N:9], predict the reactants needed to synthesize it. (7) The reactants are: [CH2:1]([N:8]1[CH:13]2[CH2:14][CH2:15][CH:9]1[CH2:10][CH:11]([NH2:16])[CH2:12]2)[C:2]1[CH:7]=[CH:6][CH:5]=[CH:4][CH:3]=1.CCN(C(C)C)C(C)C.F[C:27]1[CH:32]=[CH:31][CH:30]=[CH:29][C:28]=1[N+:33]([O-:35])=[O:34]. Given the product [CH2:1]([N:8]1[CH:9]2[CH2:15][CH2:14][CH:13]1[CH2:12][CH:11]([NH:16][C:27]1[CH:32]=[CH:31][CH:30]=[CH:29][C:28]=1[N+:33]([O-:35])=[O:34])[CH2:10]2)[C:2]1[CH:3]=[CH:4][CH:5]=[CH:6][CH:7]=1, predict the reactants needed to synthesize it.